Dataset: Full USPTO retrosynthesis dataset with 1.9M reactions from patents (1976-2016). Task: Predict the reactants needed to synthesize the given product. (1) Given the product [CH3:24][C:25]1([CH2:26][OH:27])[O:6][N:5]=[C:4]([C:3]2[CH:7]=[CH:8][CH:9]=[CH:10][C:2]=2[CH3:1])[CH2:28]1, predict the reactants needed to synthesize it. The reactants are: [CH3:1][C:2]1[CH:10]=[CH:9][CH:8]=[CH:7][C:3]=1[CH:4]=[N:5][OH:6].ClN1C(=O)CCC1=O.C([O-])(O)=O.[Na+].[CH3:24][C:25](=[CH2:28])[CH2:26][OH:27]. (2) Given the product [Cl:14][C:15]1[CH:20]=[CH:19][CH:18]=[CH:17][C:16]=1[C:21]1[N:13]=[N:12][N:11]([S:1]([C:4]2[CH:5]=[CH:6][C:7]([CH3:8])=[CH:9][CH:10]=2)(=[O:2])=[O:3])[CH:22]=1, predict the reactants needed to synthesize it. The reactants are: [S:1]([N:11]=[N+:12]=[N-:13])([C:4]1[CH:10]=[CH:9][C:7]([CH3:8])=[CH:6][CH:5]=1)(=[O:3])=[O:2].[Cl:14][C:15]1[CH:20]=[CH:19][CH:18]=[CH:17][C:16]=1[C:21]#[CH:22].N1C(C)=CC=CC=1C. (3) Given the product [NH2:25][C:24]1[CH:26]=[CH:27][C:28]([C:2]2[CH:3]=[CH:4][N:5]3[C:10]([C:11]=2[CH3:12])=[C:9]([CH:13]2[CH2:15][CH2:14]2)[CH:8]=[C:7]([C:16]([O:18][CH3:19])=[O:17])[C:6]3=[O:20])=[CH:29][C:23]=1[O:22][CH3:21], predict the reactants needed to synthesize it. The reactants are: Cl[C:2]1[CH:3]=[CH:4][N:5]2[C:10]([C:11]=1[CH3:12])=[C:9]([CH:13]1[CH2:15][CH2:14]1)[CH:8]=[C:7]([C:16]([O:18][CH3:19])=[O:17])[C:6]2=[O:20].[CH3:21][O:22][C:23]1[CH:29]=[C:28](B2OC(C)(C)C(C)(C)O2)[CH:27]=[CH:26][C:24]=1[NH2:25].